Dataset: Catalyst prediction with 721,799 reactions and 888 catalyst types from USPTO. Task: Predict which catalyst facilitates the given reaction. (1) Reactant: [CH3:1][O:2][C:3]1[CH:8]=[CH:7][CH:6]=[CH:5][C:4]=1[C:9]1[N:14]=[CH:13][N:12]=[C:11]([NH2:15])[CH:10]=1.CCN(C(C)C)C(C)C.Cl[C:26](OC1C=CC=CC=1)=[O:27].[CH3:35][N:36]([CH3:40])[CH2:37][CH2:38][NH2:39]. Product: [CH3:35][N:36]([CH3:40])[CH2:37][CH2:38][NH:39][C:26]([NH:15][C:11]1[CH:10]=[C:9]([C:4]2[CH:5]=[CH:6][CH:7]=[CH:8][C:3]=2[O:2][CH3:1])[N:14]=[CH:13][N:12]=1)=[O:27]. The catalyst class is: 4. (2) Reactant: [CH3:1][O:2][C:3]1[C:4]2[C:15]([C:16]3[CH:21]=[CH:20][CH:19]=[CH:18][CH:17]=3)=[C:14]([C:22]3[CH:27]=[CH:26][C:25]([C:28]4([NH:32][C:33](=[O:39])[O:34][C:35]([CH3:38])([CH3:37])[CH3:36])[CH2:31][CH2:30][CH2:29]4)=[CH:24][CH:23]=3)[O:13][C:5]=2[N:6]=[C:7](S(C)(=O)=O)[N:8]=1.[NH:40]1[CH2:45][CH2:44][NH:43][CH2:42][CH2:41]1. Product: [CH3:1][O:2][C:3]1[C:4]2[C:15]([C:16]3[CH:21]=[CH:20][CH:19]=[CH:18][CH:17]=3)=[C:14]([C:22]3[CH:27]=[CH:26][C:25]([C:28]4([NH:32][C:33](=[O:39])[O:34][C:35]([CH3:38])([CH3:37])[CH3:36])[CH2:31][CH2:30][CH2:29]4)=[CH:24][CH:23]=3)[O:13][C:5]=2[N:6]=[C:7]([N:40]2[CH2:45][CH2:44][NH:43][CH2:42][CH2:41]2)[N:8]=1. The catalyst class is: 11. (3) Reactant: [OH:1][CH2:2][C@H:3]1[C:12](=O)[N:11]2[CH:6]([CH2:7][O:8][CH2:9][CH2:10]2)[C:5](=O)[NH:4]1.Cl. Product: [CH2:7]1[CH:6]2[CH2:5][NH:4][C@@H:3]([CH2:2][OH:1])[CH2:12][N:11]2[CH2:10][CH2:9][O:8]1. The catalyst class is: 5. (4) Reactant: [CH3:1][N:2]1[CH2:7][CH2:6][N:5]([C:8]2[N:13]=[CH:12][N:11]=[C:10]([NH:14][N:15]=C(C3C=CC=CC=3)C3C=CC=CC=3)[CH:9]=2)[CH2:4][CH2:3]1. Product: [NH:14]([C:10]1[CH:9]=[C:8]([N:5]2[CH2:6][CH2:7][N:2]([CH3:1])[CH2:3][CH2:4]2)[N:13]=[CH:12][N:11]=1)[NH2:15]. The catalyst class is: 33. (5) Reactant: [OH:1]CCN1CCCC1.[CH:9]([N:12]([CH:15]([CH3:17])C)[CH2:13][CH3:14])([CH3:11])C.CS(Cl)(=O)=O.C([NH:26][C@:27]1([C:44](NC(C)(C)C)=[O:45])[C@@H:31]([CH2:32][CH2:33][CH2:34][B:35]2[O:39]C(C)(C)C(C)(C)[O:36]2)[CH2:30][NH:29][CH2:28]1)(=O)C. Product: [NH2:26][C@:27]1([C:44]([OH:45])=[O:1])[C@@H:31]([CH2:32][CH2:33][CH2:34][B:35]([OH:36])[OH:39])[CH2:30][N:29]([CH2:17][CH2:15][N:12]2[CH2:9][CH2:11][CH2:14][CH2:13]2)[CH2:28]1. The catalyst class is: 10. (6) Reactant: [OH:1][C:2]1([C:16]([F:19])([F:18])[F:17])[C:10]2[C:5](=[CH:6][CH:7]=[C:8]([N+:11]([O-])=O)[CH:9]=2)[N:4]([CH3:14])[C:3]1=[O:15].[H][H]. Product: [NH2:11][C:8]1[CH:9]=[C:10]2[C:5](=[CH:6][CH:7]=1)[N:4]([CH3:14])[C:3](=[O:15])[C:2]2([OH:1])[C:16]([F:19])([F:17])[F:18]. The catalyst class is: 29. (7) The catalyst class is: 14. Reactant: [Si:1]([O:8][CH2:9][C:10]1[C:11]([C:16](=O)/[CH:17]=[CH:18]/[N:19](C)C)=[N:12][CH:13]=[CH:14][CH:15]=1)([C:4]([CH3:7])([CH3:6])[CH3:5])([CH3:3])[CH3:2].Cl.Cl.[F:25][C:26]([F:32])([F:31])[CH2:27][CH2:28][NH:29]N. Product: [Si:1]([O:8][CH2:9][C:10]1[C:11]([C:16]2[N:29]([CH2:28][CH2:27][C:26]([F:32])([F:31])[F:25])[N:19]=[CH:18][CH:17]=2)=[N:12][CH:13]=[CH:14][CH:15]=1)([C:4]([CH3:5])([CH3:6])[CH3:7])([CH3:2])[CH3:3].